This data is from Catalyst prediction with 721,799 reactions and 888 catalyst types from USPTO. The task is: Predict which catalyst facilitates the given reaction. (1) Reactant: [CH3:1][C@@H:2]1[C@H:6]([CH3:7])[O:5][C:4]([C:8]2[NH:12][C:11]([C:13]3[CH:14]=[C:15]([CH:27]=[C:28]([O:30][C@@H:31]([CH3:35])[CH2:32][O:33]C)[CH:29]=3)[O:16][C:17]3[CH:22]=[N:21][C:20]([S:23]([CH3:26])(=[O:25])=[O:24])=[CH:19][N:18]=3)=[CH:10][CH:9]=2)=[N:3]1.B(Br)(Br)Br.C(=O)([O-])O.[Na+]. Product: [CH3:1][C@@H:2]1[C@H:6]([CH3:7])[O:5][C:4]([C:8]2[NH:12][C:11]([C:13]3[CH:29]=[C:28]([CH:27]=[C:15]([O:16][C:17]4[CH:22]=[N:21][C:20]([S:23]([CH3:26])(=[O:24])=[O:25])=[CH:19][N:18]=4)[CH:14]=3)[O:30][C@@H:31]([CH3:35])[CH2:32][OH:33])=[CH:10][CH:9]=2)=[N:3]1. The catalyst class is: 2. (2) Reactant: [Br:1][C:2]1[CH:3]=[C:4]([NH2:26])[C:5]([NH:9][CH:10]2[CH2:15][CH2:14][N:13]([C@H:16]3[CH2:21][CH2:20][C@H:19]([O:22][CH2:23][CH2:24][CH3:25])[CH2:18][CH2:17]3)[CH2:12][CH2:11]2)=[CH:6][C:7]=1[CH3:8].[Cl:27][C:28](Cl)([O:30]C(=O)OC(Cl)(Cl)Cl)Cl.C(N(C(C)C)CC)(C)C. Product: [ClH:27].[Br:1][C:2]1[C:7]([CH3:8])=[CH:6][C:5]2[N:9]([CH:10]3[CH2:15][CH2:14][N:13]([C@H:16]4[CH2:21][CH2:20][C@H:19]([O:22][CH2:23][CH2:24][CH3:25])[CH2:18][CH2:17]4)[CH2:12][CH2:11]3)[C:28](=[O:30])[NH:26][C:4]=2[CH:3]=1. The catalyst class is: 4. (3) Reactant: [Br:1][C:2]1[CH:3]=[CH:4][C:5]([NH2:8])=[N:6][CH:7]=1.[F:9][C:10]1[CH:17]=[CH:16][CH:15]=[CH:14][C:11]=1[CH:12]=O.C([SiH](CC)CC)C.FC(F)(F)C(O)=O.C(=O)([O-])[O-].[K+].[K+]. Product: [Br:1][C:2]1[CH:3]=[CH:4][C:5]([NH:8][CH2:12][C:11]2[CH:14]=[CH:15][CH:16]=[CH:17][C:10]=2[F:9])=[N:6][CH:7]=1. The catalyst class is: 10.